Task: Predict the reactants needed to synthesize the given product.. Dataset: Full USPTO retrosynthesis dataset with 1.9M reactions from patents (1976-2016) (1) Given the product [Cl:1][C:2]1[CH:3]=[CH:4][C:5]([CH2:6][C:7]2[O:11][C:10]([I:29])=[N:9][C:8]=2[C:12]([O:14][CH2:15][CH3:16])=[O:13])=[CH:17][CH:18]=1, predict the reactants needed to synthesize it. The reactants are: [Cl:1][C:2]1[CH:18]=[CH:17][C:5]([CH2:6][C:7]2[O:11][CH:10]=[N:9][C:8]=2[C:12]([O:14][CH2:15][CH3:16])=[O:13])=[CH:4][CH:3]=1.C[Si]([N-][Si](C)(C)C)(C)C.[Li+].[I:29]I. (2) Given the product [N:1]1([C:4]([O:6][C:7]([CH3:10])([CH3:9])[CH3:8])=[O:5])[CH2:3][CH2:2]1, predict the reactants needed to synthesize it. The reactants are: [NH:1]1[CH2:3][CH2:2]1.[C:4](O[C:4]([O:6][C:7]([CH3:10])([CH3:9])[CH3:8])=[O:5])([O:6][C:7]([CH3:10])([CH3:9])[CH3:8])=[O:5].